This data is from Forward reaction prediction with 1.9M reactions from USPTO patents (1976-2016). The task is: Predict the product of the given reaction. Given the reactants O.[OH-].[Li+].[Br:4][C:5]1[CH:6]=[CH:7][C:8]([O:35][CH2:36][O:37][CH3:38])=[C:9]([C@:11]([NH:28][S@:29]([C:31]([CH3:34])([CH3:33])[CH3:32])=[O:30])([C:14]2[CH:19]=[C:18]([N:20]3[CH2:25][CH2:24][O:23][CH2:22][CH2:21]3)[N:17]=[C:16]([F:26])[C:15]=2[Cl:27])[CH2:12][OH:13])[CH:10]=1.Br[CH2:40][C:41]#[N:42].[Cl-].[NH4+], predict the reaction product. The product is: [Br:4][C:5]1[CH:6]=[CH:7][C:8]([O:35][CH2:36][O:37][CH3:38])=[C:9]([C@:11]([NH:28][S@:29]([C:31]([CH3:32])([CH3:33])[CH3:34])=[O:30])([C:14]2[CH:19]=[C:18]([N:20]3[CH2:25][CH2:24][O:23][CH2:22][CH2:21]3)[N:17]=[C:16]([F:26])[C:15]=2[Cl:27])[CH2:12][O:13][CH2:40][C:41]#[N:42])[CH:10]=1.